Dataset: Forward reaction prediction with 1.9M reactions from USPTO patents (1976-2016). Task: Predict the product of the given reaction. (1) Given the reactants [C:1]([N:5]1[CH2:10][CH2:9][N:8](C(OC(C)(C)C)=O)[C@@H:7]([C:18]([N:20]2[CH2:25][CH2:24][NH:23][CH2:22][CH2:21]2)=[O:19])[CH2:6]1)([CH3:4])([CH3:3])[CH3:2].[Cl:26][C:27]1[S:31][C:30]([NH:32][C:33](=[O:41])OC2C=CC=CC=2)=[N:29][C:28]=1[C:42]([F:45])([F:44])[F:43], predict the reaction product. The product is: [C:1]([N:5]1[CH2:10][CH2:9][NH:8][C@@H:7]([C:18]([N:20]2[CH2:25][CH2:24][N:23]([C:33]([NH:32][C:30]3[S:31][C:27]([Cl:26])=[C:28]([C:42]([F:43])([F:44])[F:45])[N:29]=3)=[O:41])[CH2:22][CH2:21]2)=[O:19])[CH2:6]1)([CH3:4])([CH3:2])[CH3:3]. (2) Given the reactants [N+](=[CH:3][C:4]([C:6]1[S:7][CH:8]=[CH:9][CH:10]=1)=[O:5])=[N-].[Cl:11][C:12]1[C:13](=[O:22])[C:14](=[O:21])[C:15]([Cl:20])=[C:16]([Cl:19])[C:17]=1[Cl:18], predict the reaction product. The product is: [Cl:11][C:12]1[C:13]2[O:22][CH:3]([C:4]([C:6]3[S:7][CH:8]=[CH:9][CH:10]=3)=[O:5])[O:21][C:14]=2[C:15]([Cl:20])=[C:16]([Cl:19])[C:17]=1[Cl:18].